This data is from Peptide-MHC class II binding affinity with 134,281 pairs from IEDB. The task is: Regression. Given a peptide amino acid sequence and an MHC pseudo amino acid sequence, predict their binding affinity value. This is MHC class II binding data. (1) The peptide sequence is NPRQAYANYRDIDLG. The MHC is HLA-DQA10101-DQB10501 with pseudo-sequence HLA-DQA10101-DQB10501. The binding affinity (normalized) is 0.598. (2) The peptide sequence is YAHAAHAAHAAHAAHAA. The MHC is HLA-DPA10201-DPB10501 with pseudo-sequence HLA-DPA10201-DPB10501. The binding affinity (normalized) is 0. (3) The peptide sequence is TMTQMNQAFRNIVNM. The MHC is DRB4_0101 with pseudo-sequence DRB4_0103. The binding affinity (normalized) is 0.177.